This data is from Full USPTO retrosynthesis dataset with 1.9M reactions from patents (1976-2016). The task is: Predict the reactants needed to synthesize the given product. (1) The reactants are: [CH3:1][C:2]1[NH:6][N:5]=[C:4]([NH:7][C:8]2[C:13]([N+:14]([O-:16])=[O:15])=[C:12]([N:17]3[CH2:22][CH2:21][O:20][CH2:19][CH2:18]3)[N:11]=[C:10](SC)[N:9]=2)[CH:3]=1.OOS([O-])=O.[K+].C([O-])(O)=O.[Na+].[F:36][C:37]1[CH:38]=[CH:39][C:40]([C@@H:43]([NH2:45])[CH3:44])=[N:41][CH:42]=1.CCN(C(C)C)C(C)C. Given the product [F:36][C:37]1[CH:38]=[CH:39][C:40]([C@@H:43]([NH:45][C:10]2[N:9]=[C:8]([NH:7][C:4]3[CH:3]=[C:2]([CH3:1])[NH:6][N:5]=3)[C:13]([N+:14]([O-:16])=[O:15])=[C:12]([N:17]3[CH2:22][CH2:21][O:20][CH2:19][CH2:18]3)[N:11]=2)[CH3:44])=[N:41][CH:42]=1, predict the reactants needed to synthesize it. (2) Given the product [OH:39][C:38]1[CH:40]=[CH:18][C:13]([C:5]2[C:4](=[O:19])[C:3]3[C:8](=[CH:9][C:10]([O:35][CH2:21][C:22]([NH:24][C:25]4[CH:30]=[CH:29][CH:28]=[C:27]([C:31]([F:34])([F:33])[F:32])[CH:26]=4)=[O:23])=[CH:11][CH:2]=3)[O:7][CH:6]=2)=[CH:14][CH:37]=1, predict the reactants needed to synthesize it. The reactants are: O[C:2]1[CH:11]=[CH:10][CH:9]=[C:8]2[C:3]=1[C:4](=[O:19])[C:5]([C:13]1[CH:18]=CC=C[CH:14]=1)=[C:6](O)[O:7]2.Cl[CH2:21][C:22]([NH:24][C:25]1[CH:30]=[CH:29][CH:28]=[C:27]([C:31]([F:34])([F:33])[F:32])[CH:26]=1)=[O:23].[OH-:35].[K+].[CH3:37][C:38]([CH3:40])=[O:39]. (3) Given the product [Cl:45][C:42]1[CH:43]=[CH:44][C:39]([CH2:38][C@@H:37]([NH:36][C:49]([O:51][C:52]([CH3:55])([CH3:54])[CH3:53])=[O:50])[C:46]([N:12]2[CH2:13][CH2:14][N:9]([C:4]3[CH:5]=[CH:6][CH:7]=[CH:8][C:3]=3[N:2]([CH3:1])[S:22]([CH3:25])(=[O:24])=[O:23])[CH2:10][CH2:11]2)=[O:47])=[CH:40][CH:41]=1, predict the reactants needed to synthesize it. The reactants are: [CH3:1][N:2]([S:22]([CH3:25])(=[O:24])=[O:23])[C:3]1[CH:8]=[CH:7][CH:6]=[CH:5][C:4]=1[N:9]1[CH2:14][CH2:13][N:12](C(OC(C)(C)C)=O)[CH2:11][CH2:10]1.Cl.CCN(C(C)C)C(C)C.[NH:36]([C:49]([O:51][C:52]([CH3:55])([CH3:54])[CH3:53])=[O:50])[C@@H:37]([C:46](O)=[O:47])[CH2:38][C:39]1[CH:44]=[CH:43][C:42]([Cl:45])=[CH:41][CH:40]=1.CCN=C=NCCCN(C)C.CI.C1C=NC2N(O)N=NC=2C=1.